Dataset: Catalyst prediction with 721,799 reactions and 888 catalyst types from USPTO. Task: Predict which catalyst facilitates the given reaction. (1) Reactant: CC(C)([O-])C.[K+].O1CCCC1.[Br:12][C:13]1[C:22]([Cl:23])=[C:21]2[C:16]([CH2:17][CH2:18][NH:19][C:20]2=[O:24])=[C:15]([Cl:25])[CH:14]=1.[CH2:26]([O:33][C:34]1[C:39]([CH2:40]Cl)=[C:38]([O:42][CH:43]([F:45])[F:44])[CH:37]=[C:36]([CH3:46])[N:35]=1)[C:27]1[CH:32]=[CH:31][CH:30]=[CH:29][CH:28]=1. Product: [CH2:26]([O:33][C:34]1[C:39]([CH2:40][N:19]2[CH2:18][CH2:17][C:16]3[C:21](=[C:22]([Cl:23])[C:13]([Br:12])=[CH:14][C:15]=3[Cl:25])[C:20]2=[O:24])=[C:38]([O:42][CH:43]([F:44])[F:45])[CH:37]=[C:36]([CH3:46])[N:35]=1)[C:27]1[CH:28]=[CH:29][CH:30]=[CH:31][CH:32]=1. The catalyst class is: 9. (2) Reactant: [C:1]([C:3]1[C:12]2[C:7](=[CH:8][CH:9]=[CH:10][CH:11]=2)[C:6](F)=[CH:5][CH:4]=1)#[N:2].[CH2:14]([N:16]([CH2:25][CH3:26])[C:17](=[O:24])[CH:18]1[CH2:23][CH2:22][CH2:21][NH:20][CH2:19]1)[CH3:15]. Product: [CH2:25]([N:16]([CH2:14][CH3:15])[C:17]([CH:18]1[CH2:23][CH2:22][CH2:21][N:20]([C:6]2[C:7]3[C:12](=[CH:11][CH:10]=[CH:9][CH:8]=3)[C:3]([C:1]#[N:2])=[CH:4][CH:5]=2)[CH2:19]1)=[O:24])[CH3:26]. The catalyst class is: 17. (3) Reactant: [CH3:1][S-:2].[Na+].F[C:5]1[CH:12]=[CH:11][C:10]([I:13])=[CH:9][C:6]=1[C:7]#[N:8].O. Product: [I:13][C:10]1[CH:11]=[CH:12][C:5]([S:2][CH3:1])=[C:6]([CH:9]=1)[C:7]#[N:8]. The catalyst class is: 16. (4) The catalyst class is: 5. Reactant: [CH3:1][N:2]1[C:7](=[O:8])[C:6]([NH:9][C:10]2[CH:15]=[CH:14][C:13]([N:16]3[CH2:21][CH2:20][N:19]([CH:22]4[CH2:25][O:24][CH2:23]4)[CH2:18][C@H:17]3[CH3:26])=[CH:12][N:11]=2)=[CH:5][C:4]([C:27]2[C:32]([CH:33]=[O:34])=[C:31]([N:35]3[CH:47]=[CH:46][N:38]4[C:39]5[CH2:40][CH2:41][CH2:42][CH2:43][C:44]=5[CH:45]=[C:37]4[C:36]3=[O:48])[N:30]=[CH:29][CH:28]=2)=[CH:3]1.[BH4-].[Na+]. Product: [OH:34][CH2:33][C:32]1[C:31]([N:35]2[CH:47]=[CH:46][N:38]3[C:39]4[CH2:40][CH2:41][CH2:42][CH2:43][C:44]=4[CH:45]=[C:37]3[C:36]2=[O:48])=[N:30][CH:29]=[CH:28][C:27]=1[C:4]1[CH:5]=[C:6]([NH:9][C:10]2[CH:15]=[CH:14][C:13]([N:16]3[CH2:21][CH2:20][N:19]([CH:22]4[CH2:25][O:24][CH2:23]4)[CH2:18][C@H:17]3[CH3:26])=[CH:12][N:11]=2)[C:7](=[O:8])[N:2]([CH3:1])[CH:3]=1. (5) Reactant: [NH:1]1[C:9]2[C:4](=[CH:5][C:6]([NH:10][C:11]3[N:20]=[CH:19][C:18]([CH:21]4[CH2:23][CH2:22]4)=[CH:17][C:12]=3[C:13]([O:15][CH3:16])=[O:14])=[CH:7][CH:8]=2)[CH:3]=[CH:2]1.CC(C)([O-])C.[K+].Br.Br[CH2:32][C:33]1[CH:34]=[N:35][CH:36]=[CH:37][CH:38]=1.CN(C)C(=O)C. Product: [CH:21]1([C:18]2[CH:19]=[N:20][C:11]([NH:10][C:6]3[CH:5]=[C:4]4[C:9](=[CH:8][CH:7]=3)[N:1]([CH2:32][C:33]3[CH:34]=[N:35][CH:36]=[CH:37][CH:38]=3)[CH:2]=[CH:3]4)=[C:12]([CH:17]=2)[C:13]([O:15][CH3:16])=[O:14])[CH2:23][CH2:22]1. The catalyst class is: 69.